This data is from Full USPTO retrosynthesis dataset with 1.9M reactions from patents (1976-2016). The task is: Predict the reactants needed to synthesize the given product. (1) The reactants are: CC([Si](C1C=CC=CC=1)(C1C=CC=CC=1)[O:6][CH2:7][C@@H:8]1[CH2:13][CH2:12][C@H:11]([CH3:14])[CH2:10][N:9]1[C:15]([C:17]1[C:22]([C:23]2[N:28]=[CH:27][CH:26]=[CH:25][N:24]=2)=[CH:21][CH:20]=[C:19]([CH3:29])[N:18]=1)=[O:16])(C)C.CCCC[N+](CCCC)(CCCC)CCCC.[F-].[NH4+].[Cl-]. Given the product [CH3:14][C@@H:11]1[CH2:10][N:9]([C:15]([C:17]2[C:22]([C:23]3[N:28]=[CH:27][CH:26]=[CH:25][N:24]=3)=[CH:21][CH:20]=[C:19]([CH3:29])[N:18]=2)=[O:16])[C@H:8]([CH2:7][OH:6])[CH2:13][CH2:12]1, predict the reactants needed to synthesize it. (2) Given the product [CH3:31][C:2]1([CH3:1])[NH:7][C:6](=[O:8])[C:5]2[S:9][C:10]([N:12]3[C:17]4[CH:18]=[C:19]([C:41]5[CH:42]=[N:43][C:44]([C:47]([OH:49])=[O:48])=[N:45][CH:46]=5)[CH:20]=[CH:21][C:16]=4[O:15][CH2:14][CH2:13]3)=[N:11][C:4]=2[CH2:3]1, predict the reactants needed to synthesize it. The reactants are: [CH3:1][C:2]1([CH3:31])[NH:7][C:6](=[O:8])[C:5]2[S:9][C:10]([N:12]3[C:17]4[CH:18]=[C:19](B5OC(C)(C)C(C)(C)O5)[CH:20]=[CH:21][C:16]=4[O:15][CH2:14][CH2:13]3)=[N:11][C:4]=2[CH2:3]1.P([O-])([O-])([O-])=O.[K+].[K+].[K+].Br[C:41]1[CH:42]=[N:43][C:44]([C:47]([OH:49])=[O:48])=[N:45][CH:46]=1. (3) Given the product [CH2:1]([O:3][C:4](=[CH:10][C:11]1[CH:12]=[CH:13][C:14]([N+:17]([O-:19])=[O:18])=[CH:15][CH:16]=1)[C:5]([OH:7])=[O:6])[CH3:2], predict the reactants needed to synthesize it. The reactants are: [CH2:1]([O:3][C:4](=[CH:10][C:11]1[CH:16]=[CH:15][C:14]([N+:17]([O-:19])=[O:18])=[CH:13][CH:12]=1)[C:5]([O:7]CC)=[O:6])[CH3:2].CN(C=O)C.[OH-].[Na+].Cl. (4) Given the product [N:1]([C:4]1[CH:5]=[CH:6][C:7]([C:8]([NH:16][CH2:15][C:14]([F:18])([F:17])[F:13])=[O:10])=[CH:11][CH:12]=1)=[N+:2]=[N-:3], predict the reactants needed to synthesize it. The reactants are: [N:1]([C:4]1[CH:12]=[CH:11][C:7]([C:8]([OH:10])=O)=[CH:6][CH:5]=1)=[N+:2]=[N-:3].[F:13][C:14]([F:18])([F:17])[CH2:15][NH2:16].C1C=CC2N(O)N=NC=2C=1.CCN=C=NCCCN(C)C.